Dataset: Peptide-MHC class II binding affinity with 134,281 pairs from IEDB. Task: Regression. Given a peptide amino acid sequence and an MHC pseudo amino acid sequence, predict their binding affinity value. This is MHC class II binding data. (1) The peptide sequence is TMAERFKTKGRYNLD. The MHC is DRB1_0101 with pseudo-sequence DRB1_0101. The binding affinity (normalized) is 0.498. (2) The peptide sequence is FRAAMATTANVPPAD. The MHC is HLA-DPA10103-DPB10301 with pseudo-sequence HLA-DPA10103-DPB10301. The binding affinity (normalized) is 0.388. (3) The peptide sequence is MSGHALAARTLLAAA. The MHC is HLA-DPA10103-DPB10201 with pseudo-sequence HLA-DPA10103-DPB10201. The binding affinity (normalized) is 0.277.